This data is from NCI-60 drug combinations with 297,098 pairs across 59 cell lines. The task is: Regression. Given two drug SMILES strings and cell line genomic features, predict the synergy score measuring deviation from expected non-interaction effect. (1) Drug 1: C1=C(C(=O)NC(=O)N1)N(CCCl)CCCl. Drug 2: C1=CN(C=N1)CC(O)(P(=O)(O)O)P(=O)(O)O. Cell line: SK-MEL-5. Synergy scores: CSS=-5.53, Synergy_ZIP=-9.03, Synergy_Bliss=-22.7, Synergy_Loewe=-26.5, Synergy_HSA=-22.7. (2) Drug 1: CN(C)C1=NC(=NC(=N1)N(C)C)N(C)C. Drug 2: CC1C(C(=O)NC(C(=O)N2CCCC2C(=O)N(CC(=O)N(C(C(=O)O1)C(C)C)C)C)C(C)C)NC(=O)C3=C4C(=C(C=C3)C)OC5=C(C(=O)C(=C(C5=N4)C(=O)NC6C(OC(=O)C(N(C(=O)CN(C(=O)C7CCCN7C(=O)C(NC6=O)C(C)C)C)C)C(C)C)C)N)C. Cell line: LOX IMVI. Synergy scores: CSS=4.47, Synergy_ZIP=27.8, Synergy_Bliss=28.2, Synergy_Loewe=29.1, Synergy_HSA=29.1. (3) Drug 1: CC1=C(C(=CC=C1)Cl)NC(=O)C2=CN=C(S2)NC3=CC(=NC(=N3)C)N4CCN(CC4)CCO. Drug 2: C(CN)CNCCSP(=O)(O)O. Cell line: SNB-75. Synergy scores: CSS=10.8, Synergy_ZIP=-5.07, Synergy_Bliss=-3.86, Synergy_Loewe=-61.5, Synergy_HSA=-3.18. (4) Drug 1: C1CCC(C1)C(CC#N)N2C=C(C=N2)C3=C4C=CNC4=NC=N3. Cell line: HS 578T. Drug 2: CC1=C(C=C(C=C1)NC(=O)C2=CC=C(C=C2)CN3CCN(CC3)C)NC4=NC=CC(=N4)C5=CN=CC=C5. Synergy scores: CSS=-3.11, Synergy_ZIP=1.28, Synergy_Bliss=1.75, Synergy_Loewe=-5.98, Synergy_HSA=-4.18.